From a dataset of Reaction yield outcomes from USPTO patents with 853,638 reactions. Predict the reaction yield, written as a fraction of the theoretical maximum amount of product (1.0 means a 100% yield; for example, 0.34 means a 34% yield). The reactants are [CH3:1][O:2][C:3]1[CH:4]=[C:5](B(O)O)[CH:6]=[CH:7][C:8]=1[O:9][CH3:10].I[C:15]1[C:23]2[C:18](=[N:19][CH:20]=[N:21][C:22]=2[NH2:24])[N:17]([CH:25]([CH3:27])[CH3:26])[N:16]=1.C([O-])([O-])=O.[Na+].[Na+].[CH3:34][CH2:35]O. The catalyst is COCCOC.C1C=CC([P]([Pd]([P](C2C=CC=CC=2)(C2C=CC=CC=2)C2C=CC=CC=2)([P](C2C=CC=CC=2)(C2C=CC=CC=2)C2C=CC=CC=2)[P](C2C=CC=CC=2)(C2C=CC=CC=2)C2C=CC=CC=2)(C2C=CC=CC=2)C2C=CC=CC=2)=CC=1. The product is [CH:25]1([N:17]2[C:18]3=[N:19][CH:20]=[N:21][C:22]([NH2:24])=[C:23]3[C:15]([C:5]3[CH:6]=[CH:7][C:8]([O:9][CH3:10])=[C:3]([O:2][CH3:1])[CH:4]=3)=[N:16]2)[CH2:27][CH2:35][CH2:34][CH2:26]1. The yield is 0.280.